Predict the reactants needed to synthesize the given product. From a dataset of Full USPTO retrosynthesis dataset with 1.9M reactions from patents (1976-2016). (1) Given the product [CH2:12]([O:11][C:9]([N:5]1[CH2:6][CH2:7][CH2:8][CH:3]([CH2:2][OH:1])[CH2:4]1)=[O:10])[C:13]1[CH:18]=[CH:17][CH:16]=[CH:15][CH:14]=1, predict the reactants needed to synthesize it. The reactants are: [OH:1][CH2:2][CH:3]1[CH2:8][CH2:7][CH2:6][NH:5][CH2:4]1.[C:9](Cl)([O:11][CH2:12][C:13]1[CH:18]=[CH:17][CH:16]=[CH:15][CH:14]=1)=[O:10]. (2) Given the product [F:21][C:20]1[C:19]([O:22][CH3:23])=[CH:18][C:17]([O:24][CH3:25])=[C:16]([F:26])[C:15]=1[N:10]1[CH2:11][C:12]2[CH:13]=[N:14][C:5]3[NH:4][N:3]=[C:2]([CH:33]4[CH2:34][CH2:35][N:30]([CH3:29])[CH2:31][CH2:32]4)[C:6]=3[C:7]=2[N:8]([CH3:28])[C:9]1=[O:27], predict the reactants needed to synthesize it. The reactants are: Br[C:2]1[C:6]2[C:7]3[N:8]([CH3:28])[C:9](=[O:27])[N:10]([C:15]4[C:20]([F:21])=[C:19]([O:22][CH3:23])[CH:18]=[C:17]([O:24][CH3:25])[C:16]=4[F:26])[CH2:11][C:12]=3[CH:13]=[N:14][C:5]=2[NH:4][N:3]=1.[CH3:29][N:30]1[CH2:35][CH:34]=[C:33](B2OC(C)(C)C(C)(C)O2)[CH2:32][CH2:31]1. (3) Given the product [CH3:33][O:34][C:35](=[O:36])[C:37]1[CH:42]=[CH:41][C:40]([C:15]2[N:14]=[C:13]([C:9]3[CH:10]=[CH:11][CH:12]=[C:7]([CH2:1][CH2:2][CH2:3][CH2:4][CH2:5][CH3:6])[CH:8]=3)[N:17]([CH3:18])[C:16]=2[C:19]([N:21]2[CH2:22][CH2:23][CH:24]([N:27]3[CH2:31][CH2:30][CH2:29][CH2:28]3)[CH2:25][CH2:26]2)=[O:20])=[CH:39][CH:38]=1, predict the reactants needed to synthesize it. The reactants are: [CH2:1]([C:7]1[CH:8]=[C:9]([C:13]2[N:17]([CH3:18])[C:16]([C:19]([N:21]3[CH2:26][CH2:25][CH:24]([N:27]4[CH2:31][CH2:30][CH2:29][CH2:28]4)[CH2:23][CH2:22]3)=[O:20])=[C:15](I)[N:14]=2)[CH:10]=[CH:11][CH:12]=1)[CH2:2][CH2:3][CH2:4][CH2:5][CH3:6].[CH3:33][O:34][C:35]([C:37]1[CH:42]=[CH:41][C:40](B(O)O)=[CH:39][CH:38]=1)=[O:36]. (4) The reactants are: C1(P(C2C=CC=CC=2)C2C=CC=CC=2)C=CC=CC=1.[N:20]1([CH2:26][CH2:27][CH2:28][O:29][C:30]2[CH:35]=[CH:34][C:33]([N:36]3[CH2:41][CH2:40][NH:39][CH2:38][CH2:37]3)=[CH:32][CH:31]=2)[CH2:25][CH2:24][CH2:23][CH2:22][CH2:21]1.CCN(C(C)C)C(C)C.I[C:52]1[CH:59]=[CH:58][C:55]([C:56]#[N:57])=[CH:54][CH:53]=1.C1C[O:63][CH2:62]C1. Given the product [N:20]1([CH2:26][CH2:27][CH2:28][O:29][C:30]2[CH:35]=[CH:34][C:33]([N:36]3[CH2:37][CH2:38][N:39]([C:62]([C:52]4[CH:59]=[CH:58][C:55]([C:56]#[N:57])=[CH:54][CH:53]=4)=[O:63])[CH2:40][CH2:41]3)=[CH:32][CH:31]=2)[CH2:25][CH2:24][CH2:23][CH2:22][CH2:21]1, predict the reactants needed to synthesize it. (5) Given the product [C:28]([O:32][C:33]([N:35]1[CH2:40][CH2:39][N:38]([CH2:41][C:42]2[CH:47]=[CH:46][C:23]([C:22]3[NH:19][C:17](=[O:18])[C:16]4[C:15]([CH:27]=3)=[C:14]([Br:13])[CH:26]=[CH:25][CH:24]=4)=[CH:44][CH:43]=2)[CH2:37][CH2:36]1)=[O:34])([CH3:31])([CH3:30])[CH3:29], predict the reactants needed to synthesize it. The reactants are: C(NC(C)C)(C)C.[Li]CCCC.[Br:13][C:14]1[C:15]([CH3:27])=[C:16]([CH:24]=[CH:25][CH:26]=1)[C:17]([N:19]([CH2:22][CH3:23])CC)=[O:18].[C:28]([O:32][C:33]([N:35]1[CH2:40][CH2:39][N:38]([CH2:41][C:42]2[CH:47]=[CH:46]C(C#N)=[CH:44][CH:43]=2)[CH2:37][CH2:36]1)=[O:34])([CH3:31])([CH3:30])[CH3:29]. (6) Given the product [C:21]([N:20]=[S:18]([C:15]1[CH:14]=[CH:13][C:12]([C@@H:10]([OH:11])[C@H:9]([NH:8][C:30](=[O:29])[CH:31]([Cl:33])[Cl:32])[CH2:25][F:26])=[CH:17][CH:16]=1)([CH3:24])=[O:19])(=[O:23])[NH2:22], predict the reactants needed to synthesize it. The reactants are: OC(C(F)(F)F)=O.[NH2:8][C@H:9]([CH2:25][F:26])[C@@H:10]([C:12]1[CH:17]=[CH:16][C:15]([S:18]([CH3:24])(=[N:20][C:21](=[O:23])[NH2:22])=[O:19])=[CH:14][CH:13]=1)[OH:11].C([O:29][C:30](=O)[CH:31]([Cl:33])[Cl:32])C. (7) Given the product [C:12]1([O:11][C:9](=[O:10])[NH:7][C:5]2[S:4][N:3]=[C:2]([CH3:1])[CH:6]=2)[CH:17]=[CH:16][CH:15]=[CH:14][CH:13]=1, predict the reactants needed to synthesize it. The reactants are: [CH3:1][C:2]1[CH:6]=[C:5]([NH2:7])[S:4][N:3]=1.Cl[C:9]([O:11][C:12]1[CH:17]=[CH:16][CH:15]=[CH:14][CH:13]=1)=[O:10].